From a dataset of Catalyst prediction with 721,799 reactions and 888 catalyst types from USPTO. Predict which catalyst facilitates the given reaction. Reactant: [ClH:1].[CH3:2][O:3][C:4]1[CH:5]=[C:6]([C:12]2[C@@H:21]3[C@@H:16]([CH2:17][CH2:18][CH2:19][CH2:20]3)[C:15](=[O:22])[N:14]([CH:23]3[CH2:28][CH2:27][N:26]([C:29](=[O:47])[C@H:30]([NH:39]C(=O)OC(C)(C)C)[CH2:31][C:32]4[CH:37]=[CH:36][C:35]([OH:38])=[CH:34][CH:33]=4)[CH2:25][CH2:24]3)[N:13]=2)[CH:7]=[CH:8][C:9]=1[O:10][CH3:11]. The catalyst class is: 12. Product: [ClH:1].[NH2:39][C@H:30]([CH2:31][C:32]1[CH:33]=[CH:34][C:35]([OH:38])=[CH:36][CH:37]=1)[C:29]([N:26]1[CH2:25][CH2:24][CH:23]([N:14]2[N:13]=[C:12]([C:6]3[CH:7]=[CH:8][C:9]([O:10][CH3:11])=[C:4]([O:3][CH3:2])[CH:5]=3)[C@@H:21]3[C@@H:16]([CH2:17][CH2:18][CH2:19][CH2:20]3)[C:15]2=[O:22])[CH2:28][CH2:27]1)=[O:47].